Dataset: Catalyst prediction with 721,799 reactions and 888 catalyst types from USPTO. Task: Predict which catalyst facilitates the given reaction. (1) Reactant: [C:1]1([CH3:10])[CH:6]=[CH:5][C:4]([CH2:7][C:8]#[N:9])=[CH:3][CH:2]=1.[OH-].[K+].[CH3:13][C:14]([CH3:16])=O. Product: [CH3:13][C:14]([CH3:16])=[C:7]([C:4]1[CH:5]=[CH:6][C:1]([CH3:10])=[CH:2][CH:3]=1)[C:8]#[N:9]. The catalyst class is: 5. (2) Reactant: [OH:1]OS([O-])=O.[K+].[Cl:7][C:8]1[N:9]=[C:10]([N:28]2[CH2:33][CH2:32][O:31][CH2:30][CH2:29]2)[C:11]2[S:16][C:15]([C:17]3[CH:18]=[C:19]([S:23][CH2:24][C@@H:25]([OH:27])[CH3:26])[CH:20]=[CH:21][CH:22]=3)=[CH:14][C:12]=2[N:13]=1.[OH2:34]. Product: [Cl:7][C:8]1[N:9]=[C:10]([N:28]2[CH2:33][CH2:32][O:31][CH2:30][CH2:29]2)[C:11]2[S:16][C:15]([C:17]3[CH:18]=[C:19]([S:23]([CH2:24][C@@H:25]([OH:27])[CH3:26])(=[O:1])=[O:34])[CH:20]=[CH:21][CH:22]=3)=[CH:14][C:12]=2[N:13]=1. The catalyst class is: 5. (3) Reactant: [CH2:1]([O:3][C:4]1[N:5]=[C:6]2[C:12]([C:13](=[O:18])[C:14]([CH3:17])([CH3:16])[CH3:15])=[CH:11][N:10](COCC[Si](C)(C)C)[C:7]2=[N:8][CH:9]=1)[CH3:2].O.O.O.C([O-])(=O)C.[Na+]. Product: [CH2:1]([O:3][C:4]1[N:5]=[C:6]2[C:12]([C:13](=[O:18])[C:14]([CH3:17])([CH3:16])[CH3:15])=[CH:11][NH:10][C:7]2=[N:8][CH:9]=1)[CH3:2]. The catalyst class is: 281. (4) Reactant: [OH-].[Na+].[CH2:3]([O:14][C:15]1[CH:16]=[C:17]([CH:22]=[CH:23][CH:24]=1)[C:18]([O:20]C)=[O:19])[CH2:4][CH2:5]/[CH:6]=[CH:7]\[CH2:8][CH2:9][CH2:10][CH2:11][CH2:12][CH3:13]. Product: [CH2:3]([O:14][C:15]1[CH:16]=[C:17]([CH:22]=[CH:23][CH:24]=1)[C:18]([OH:20])=[O:19])[CH2:4][CH2:5]/[CH:6]=[CH:7]\[CH2:8][CH2:9][CH2:10][CH2:11][CH2:12][CH3:13]. The catalyst class is: 5. (5) Reactant: [O:1]1[CH2:6][CH2:5][CH:4]([CH:7]2[C:16]3[C:11](=[CH:12][CH:13]=[CH:14][CH:15]=3)[NH:10][CH2:9][CH2:8]2)[CH2:3][CH2:2]1.I[CH2:18][C:19]([NH2:21])=[O:20].CCN(C(C)C)C(C)C.[OH-].[Na+]. Product: [O:1]1[CH2:6][CH2:5][CH:4]([CH:7]2[C:16]3[C:11](=[CH:12][CH:13]=[CH:14][CH:15]=3)[N:10]([CH2:18][C:19]([NH2:21])=[O:20])[CH2:9][CH2:8]2)[CH2:3][CH2:2]1. The catalyst class is: 3. (6) Reactant: Cl[C:2]1[C:11]2[CH2:10][CH2:9][C@H:8]3[C@H:12]([CH3:17])[C:13](=[O:16])[CH2:14][CH2:15][C@:7]3([C:18]3[CH:23]=[CH:22][CH:21]=[CH:20][CH:19]=3)[C:6]=2[N:5]=[C:4]([CH3:24])[N:3]=1.[CH3:25][N:26]1[C:30](B2OC(C)(C)C(C)(C)O2)=[CH:29][N:28]=[CH:27]1.C(=O)([O-])[O-].[Na+].[Na+]. Product: [CH3:24][C:4]1[N:3]=[C:2]([C:30]2[N:26]([CH3:25])[CH:27]=[N:28][CH:29]=2)[C:11]2[CH2:10][CH2:9][C@H:8]3[C@H:12]([CH3:17])[C:13](=[O:16])[CH2:14][CH2:15][C@:7]3([C:18]3[CH:23]=[CH:22][CH:21]=[CH:20][CH:19]=3)[C:6]=2[N:5]=1. The catalyst class is: 77. (7) Reactant: [O:1]1[C:5]2[CH:6]=[CH:7][CH:8]=[CH:9][C:4]=2[N:3]=[C:2]1[CH:10]([OH:37])[C@@H:11]([NH:15][C:16](=[O:36])[C@@H:17]([NH:29][CH:30]1[CH2:35][CH2:34][O:33][CH2:32][CH2:31]1)[CH2:18][S:19]([CH2:22][C:23]1[CH:28]=[CH:27][CH:26]=[CH:25][CH:24]=1)(=[O:21])=[O:20])[CH2:12][CH2:13][CH3:14].S([O-])([O-])(=O)=S. Product: [O:1]1[C:5]2[CH:6]=[CH:7][CH:8]=[CH:9][C:4]=2[N:3]=[C:2]1[C:10]([C@@H:11]([NH:15][C:16](=[O:36])[C@@H:17]([NH:29][CH:30]1[CH2:31][CH2:32][O:33][CH2:34][CH2:35]1)[CH2:18][S:19]([CH2:22][C:23]1[CH:24]=[CH:25][CH:26]=[CH:27][CH:28]=1)(=[O:21])=[O:20])[CH2:12][CH2:13][CH3:14])=[O:37]. The catalyst class is: 4. (8) Reactant: F[C:2]1[CH:7]=[CH:6][C:5]([C:8]2[C:9]([C:26]3[CH:31]=[CH:30][CH:29]=[CH:28][CH:27]=3)=[C:10]([C:14]([C:16]([C:18]3[CH:23]=[CH:22][C:21]([CH3:24])=[C:20]([F:25])[CH:19]=3)=[O:17])=[O:15])[CH:11]=[CH:12][CH:13]=2)=[CH:4][CH:3]=1.[CH3:32][S:33]([O-:35])=[O:34].[Na+]. Product: [CH3:32][S:33]([C:2]1[CH:7]=[CH:6][C:5]([C:8]2[C:9]([C:26]3[CH:31]=[CH:30][CH:29]=[CH:28][CH:27]=3)=[C:10]([C:14]([C:16]([C:18]3[CH:23]=[CH:22][C:21]([CH3:24])=[C:20]([F:25])[CH:19]=3)=[O:17])=[O:15])[CH:11]=[CH:12][CH:13]=2)=[CH:4][CH:3]=1)(=[O:35])=[O:34]. The catalyst class is: 9. (9) Reactant: [OH:1]OS([O-])=O.[K+].[CH3:7][N:8]([CH3:41])[C:9]([C:11]1[CH:12]=[C:13]([S:17][C:18]2[CH:27]=[C:26]3[C:21]([C:22]([NH:31][C:32]4[CH:37]=[CH:36][CH:35]=[C:34]([O:38][CH3:39])[CH:33]=4)=[C:23]([C:28]([NH2:30])=[O:29])[CH:24]=[N:25]3)=[CH:20][C:19]=2[I:40])[CH:14]=[CH:15][CH:16]=1)=[O:10]. The catalyst class is: 9. Product: [CH3:41][N:8]([CH3:7])[C:9]([C:11]1[CH:12]=[C:13]([S:17]([C:18]2[CH:27]=[C:26]3[C:21]([C:22]([NH:31][C:32]4[CH:37]=[CH:36][CH:35]=[C:34]([O:38][CH3:39])[CH:33]=4)=[C:23]([C:28]([NH2:30])=[O:29])[CH:24]=[N:25]3)=[CH:20][C:19]=2[I:40])=[O:1])[CH:14]=[CH:15][CH:16]=1)=[O:10].